This data is from Full USPTO retrosynthesis dataset with 1.9M reactions from patents (1976-2016). The task is: Predict the reactants needed to synthesize the given product. (1) Given the product [NH2:21][C:11]1[N:10]([C:3]2[CH:4]=[CH:5][C:6]([O:8][CH3:9])=[CH:7][C:2]=2[Br:1])[C:22](=[O:25])[CH:23]=[CH:24][C:12]=1[C:13](=[O:20])[C:14]1[CH:15]=[CH:16][CH:17]=[CH:18][CH:19]=1, predict the reactants needed to synthesize it. The reactants are: [Br:1][C:2]1[CH:7]=[C:6]([O:8][CH3:9])[CH:5]=[CH:4][C:3]=1[NH:10][C:11](=[NH:21])[CH2:12][C:13](=[O:20])[C:14]1[CH:19]=[CH:18][CH:17]=[CH:16][CH:15]=1.[C:22](OC)(=[O:25])[C:23]#[CH:24].C(OCC)C. (2) The reactants are: [CH2:1]([C@@H:5]([C:11]([OH:13])=[O:12])[C@H:6]([OH:10])[C:7]([OH:9])=[O:8])[CH2:2][CH2:3][CH3:4].[C:14]1([CH3:20])[CH:19]=[CH:18][CH:17]=[CH:16][CH:15]=1.C12(CS(O)(=O)=O)C(C)(C)C(CC1)C[C:22]2=[O:23]. Given the product [CH3:22][O:23][C:20]1([C:14]2[CH:19]=[CH:18][CH:17]=[CH:16][CH:15]=2)[O:8][C:7](=[O:9])[CH:6]([CH:5]([CH2:1][CH2:2][CH2:3][CH3:4])[C:11]([OH:13])=[O:12])[O:10]1, predict the reactants needed to synthesize it. (3) Given the product [C:18]([O:22][C:23]([N:9]1[CH2:8][CH2:7][NH:6][C@@H:5]([C:1]([CH3:4])([CH3:3])[CH3:2])[CH2:10]1)=[O:24])([CH3:21])([CH3:20])[CH3:19], predict the reactants needed to synthesize it. The reactants are: [C:1]([C@H:5]1[CH2:10][NH:9][CH2:8][CH2:7][NH:6]1)([CH3:4])([CH3:3])[CH3:2].C(N(CC)CC)C.[C:18]([O:22][C:23](O[C:23]([O:22][C:18]([CH3:21])([CH3:20])[CH3:19])=[O:24])=[O:24])([CH3:21])([CH3:20])[CH3:19]. (4) Given the product [CH:1]([N:4]1[C:9](=[O:10])[CH:8]=[CH:7][C:6]([C:11]2[C:12]([C:19]3[CH:24]=[CH:23][CH:22]=[CH:21][CH:20]=3)=[N:13][C:14]([S:17]([CH3:18])=[O:31])=[N:15][CH:16]=2)=[N:5]1)([CH3:3])[CH3:2], predict the reactants needed to synthesize it. The reactants are: [CH:1]([N:4]1[C:9](=[O:10])[CH:8]=[CH:7][C:6]([C:11]2[C:12]([C:19]3[CH:24]=[CH:23][CH:22]=[CH:21][CH:20]=3)=[N:13][C:14]([S:17][CH3:18])=[N:15][CH:16]=2)=[N:5]1)([CH3:3])[CH3:2].C(Cl)(Cl)Cl.C(O)(=[O:31])C. (5) Given the product [CH3:29][N:27]1[CH:28]=[C:24]([C:22]2[NH:21][C:17]3[N:18]=[CH:19][N:20]=[C:15]([C:12]4[CH:13]=[CH:14][C:9]([CH2:8][NH:7][C:6]([C:42]5[S:38][C:39]6[CH2:49][CH2:48][CH2:47][CH2:46][C:40]=6[CH:41]=5)=[O:5])=[CH:10][CH:11]=4)[C:16]=3[CH:23]=2)[CH:25]=[N:26]1, predict the reactants needed to synthesize it. The reactants are: C([O:5][C:6](=O)[NH:7][CH2:8][C:9]1[CH:14]=[CH:13][C:12]([C:15]2[C:16]3[CH:23]=[C:22]([C:24]4[CH:25]=[N:26][N:27]([CH3:29])[CH:28]=4)[NH:21][C:17]=3[N:18]=[CH:19][N:20]=2)=[CH:11][CH:10]=1)(C)(C)C.C(O)(C(F)(F)F)=O.[S:38]1[C:42](C(O)=O)=[CH:41][C:40]2[CH2:46][CH2:47][CH2:48][CH2:49][C:39]1=2.CCN(C(C)C)C(C)C.CN(C(ON1N=NC2C=CC=NC1=2)=[N+](C)C)C.F[P-](F)(F)(F)(F)F. (6) Given the product [C:1]([C:3]1[CH:8]=[CH:7][C:6]([NH:9][C:10]2[N:18]=[C:17]3[C:13]([N:14]=[CH:15][N:16]3[CH3:19])=[C:12]([O:20][C:21]3[C:22]([CH3:38])=[CH:23][C:24]([C:28]4[CH:29]=[CH:30][C:31]([C:34]([OH:36])=[O:35])=[CH:32][CH:33]=4)=[CH:25][C:26]=3[CH3:27])[N:11]=2)=[CH:5][CH:4]=1)#[N:2], predict the reactants needed to synthesize it. The reactants are: [C:1]([C:3]1[CH:8]=[CH:7][C:6]([NH:9][C:10]2[N:18]=[C:17]3[C:13]([N:14]=[CH:15][N:16]3[CH3:19])=[C:12]([O:20][C:21]3[C:26]([CH3:27])=[CH:25][C:24]([C:28]4[CH:33]=[CH:32][C:31]([C:34]([O:36]C)=[O:35])=[CH:30][CH:29]=4)=[CH:23][C:22]=3[CH3:38])[N:11]=2)=[CH:5][CH:4]=1)#[N:2].[OH-].[Li+].CO.Cl. (7) Given the product [C:5]([O:8][C@H:9]([C:10]([N:48]1[CH2:49][C:50]([F:55])([F:54])[C:51]([CH3:52])([CH3:53])[C@H:47]1[C:45](=[O:46])[NH:44][CH2:42][CH3:43])=[O:11])[C@@H:13]([NH:21][C:22]([C:23]1[C:24]([CH3:34])=[C:25]([O:30][C:31](=[O:33])[CH3:32])[CH:26]=[C:27]([CH3:29])[CH:28]=1)=[O:35])[CH2:14][C:15]1[CH:16]=[CH:17][CH:18]=[CH:19][CH:20]=1)(=[O:7])[CH3:6], predict the reactants needed to synthesize it. The reactants are: O=S(Cl)Cl.[C:5]([O:8][C@@H:9]([C@@H:13]([NH:21][C:22](=[O:35])[C:23]1[CH:28]=[C:27]([CH3:29])[CH:26]=[C:25]([O:30][C:31](=[O:33])[CH3:32])[C:24]=1[CH3:34])[CH2:14][C:15]1[CH:20]=[CH:19][CH:18]=[CH:17][CH:16]=1)[C:10](O)=[O:11])(=[O:7])[CH3:6].N1C=CC=CC=1.[CH2:42]([NH:44][C:45]([C@@H:47]1[C:51]([CH3:53])([CH3:52])[C:50]([F:55])([F:54])[CH2:49][NH:48]1)=[O:46])[CH3:43].Cl.C([O-])(O)=O.[Na+]. (8) Given the product [NH:30]1[CH2:29][CH2:28][N:27]=[C:26]1[NH:1][CH2:2][CH2:3][CH2:4][O:5][C:6]1[CH:23]=[CH:22][C:9]2[CH2:10][CH:11]([CH2:17][C:18]([O:20][CH3:21])=[O:19])[C:12](=[O:16])[N:13]([CH3:15])[CH2:14][C:8]=2[CH:7]=1, predict the reactants needed to synthesize it. The reactants are: [NH2:1][CH2:2][CH2:3][CH2:4][O:5][C:6]1[CH:23]=[CH:22][C:9]2[CH2:10][CH:11]([CH2:17][C:18]([O:20][CH3:21])=[O:19])[C:12](=[O:16])[N:13]([CH3:15])[CH2:14][C:8]=2[CH:7]=1.CS[C:26]1[NH:27][CH2:28][CH2:29][N:30]=1.C(N(C(C)C)CC)(C)C. (9) Given the product [CH3:6][NH:7][C@@H:8]([C:16]1[CH:17]=[CH:18][C:19]([O:52][CH2:53][CH2:46][OH:49])=[CH:20][CH:21]=1)[CH2:9][N:10]1[CH2:11][CH2:12][CH2:13][CH2:14]1, predict the reactants needed to synthesize it. The reactants are: C(O[C:6](=O)[NH:7][C@@H:8]([C:16]1[CH:21]=[CH:20][C:19](NCCOCCOCCOCCOCCOC)=[CH:18][CH:17]=1)[C:9](=O)[N:10]1[CH2:14][CH2:13][CH2:12][CH2:11]1)(C)(C)C.[H-].[Al+3].[Li+].[H-].[H-].[H-].[C:46](=[O:49])([O-])[O-].[Na+].[Na+].[O:52]1CCC[CH2:53]1. (10) Given the product [O:1]=[C:2]1[C:6]2[CH:7]=[CH:8][C:9]([CH2:11][C:12]([OH:14])=[O:13])=[CH:10][C:5]=2[CH2:4][O:3]1, predict the reactants needed to synthesize it. The reactants are: [O:1]=[C:2]1[C:6]2[CH:7]=[CH:8][C:9]([CH2:11][C:12]([O:14]C(C)(C)C)=[O:13])=[CH:10][C:5]=2[CH2:4][O:3]1.